Task: Predict the reaction yield, written as a fraction of the theoretical maximum amount of product (1.0 means a 100% yield; for example, 0.34 means a 34% yield).. Dataset: Reaction yield outcomes from USPTO patents with 853,638 reactions (1) The reactants are [CH3:1][C:2]1[C:7](=[O:8])[N:6]([CH3:9])[C:5]([NH:10][C:11]2[CH:12]=[CH:13][C:14]([I:18])=[CH:15][C:16]=2[F:17])=[C:4]2[C:19]([N:21]([CH:35]3[CH2:37][CH2:36]3)[C:22]([N:24]([C:25]3[CH:26]=[CH:27][CH:28]=[C:29]([NH:31][C:32]([CH3:34])=[O:33])[CH:30]=3)[C:3]=12)=[O:23])=[O:20].[CH3:38][S:39]([CH3:41])=[O:40]. No catalyst specified. The product is [CH3:1][C:2]1[C:7](=[O:8])[N:6]([CH3:9])[C:5]([NH:10][C:11]2[CH:12]=[CH:13][C:14]([I:18])=[CH:15][C:16]=2[F:17])=[C:4]2[C:19]([N:21]([CH:35]3[CH2:36][CH2:37]3)[C:22]([N:24]([C:25]3[CH:26]=[CH:27][CH:28]=[C:29]([NH:31][C:32]([CH3:34])=[O:33])[CH:30]=3)[C:3]=12)=[O:23])=[O:20].[CH3:38][S:39]([CH3:41])=[O:40]. The yield is 0.841. (2) The reactants are Br[C:2]1[CH:11]=[CH:10][C:9]2[N:8]=[CH:7][C:6]3[N:12]([CH3:21])[C:13](=[O:20])[N:14]([CH2:15][C@@H:16]([O:18][CH3:19])[CH3:17])[C:5]=3[C:4]=2[CH:3]=1.CC1(C)C(C)(C)OB([C:30]2[CH:31]=[C:32]([C:36]([O:38][CH2:39][CH3:40])=[O:37])[CH:33]=[N:34][CH:35]=2)O1.C(OCC)(=O)C.[Na].O1CCOCC1. The catalyst is ClCCl.[Pd](Cl)Cl.C1(P(C2C=CC=CC=2)[C-]2C=CC=C2)C=CC=CC=1.[C-]1(P(C2C=CC=CC=2)C2C=CC=CC=2)C=CC=C1.[Fe+2].O. The product is [CH3:19][O:18][C@@H:16]([CH3:17])[CH2:15][N:14]1[C:5]2[C:4]3[CH:3]=[C:2]([C:30]4[CH:31]=[C:32]([C:36]([O:38][CH2:39][CH3:40])=[O:37])[CH:33]=[N:34][CH:35]=4)[CH:11]=[CH:10][C:9]=3[N:8]=[CH:7][C:6]=2[N:12]([CH3:21])[C:13]1=[O:20]. The yield is 0.800. (3) The reactants are [CH3:1][N:2]1[C:9](=O)[CH2:8][N:7]([CH2:11][C:12]2[CH:17]=[CH:16][CH:15]=[CH:14][CH:13]=2)[C:6](=O)[C:3]21[CH2:5][CH2:4]2.Cl.[OH-].[Na+]. The catalyst is C1COCC1. The product is [CH3:1][N:2]1[CH2:9][CH2:8][N:7]([CH2:11][C:12]2[CH:17]=[CH:16][CH:15]=[CH:14][CH:13]=2)[CH2:6][C:3]21[CH2:4][CH2:5]2. The yield is 0.940. (4) The reactants are [CH3:1]C(C)([O-])C.[K+].C[O:8][CH:9]([CH3:14])[C:10]([O:12][CH3:13])=O.C[C:16](=[O:19])[CH2:17][CH3:18].O. The catalyst is C(O)(=O)C. The product is [CH3:13][O:12][CH:10]([C:9](=[O:8])[CH2:14][C:16](=[O:19])[CH2:17][CH3:18])[CH3:1]. The yield is 0.620. (5) The reactants are [C:1]([OH:10])(=[O:9])[C@@H:2]([C@H:4]([C:6]([OH:8])=[O:7])[OH:5])[OH:3].[F:11][C:12]1[C:13]([CH2:34][NH:35][CH3:36])=[CH:14][N:15]([S:24]([C:27]2[CH:28]=[N:29][CH:30]=[C:31]([F:33])[CH:32]=2)(=[O:26])=[O:25])[C:16]=1[C:17]1[C:18]([F:23])=[N:19][CH:20]=[CH:21][CH:22]=1. The catalyst is C(O)C. The product is [C:6]([C@@H:4]([C@H:2]([C:1]([OH:10])=[O:9])[OH:3])[OH:5])([OH:8])=[O:7].[F:11][C:12]1[C:13]([CH2:34][NH:35][CH3:36])=[CH:14][N:15]([S:24]([C:27]2[CH:28]=[N:29][CH:30]=[C:31]([F:33])[CH:32]=2)(=[O:25])=[O:26])[C:16]=1[C:17]1[C:18]([F:23])=[N:19][CH:20]=[CH:21][CH:22]=1. The yield is 0.880.